From a dataset of Reaction yield outcomes from USPTO patents with 853,638 reactions. Predict the reaction yield, written as a fraction of the theoretical maximum amount of product (1.0 means a 100% yield; for example, 0.34 means a 34% yield). (1) The reactants are [CH3:1][C:2]1[CH:6]=[C:5]([CH3:7])[NH:4][C:3]=1[C:8](O)=O.[NH2:11][C:12]1[CH:13]=[C:14]([CH:23]=[CH:24][C:25]=1[NH2:26])[C:15]([C:17]1[CH:22]=[CH:21][CH:20]=[CH:19][CH:18]=1)=[O:16].Cl.C(N=C=NCCCN(C)C)C.O.ON1C2C=CC=CC=2N=N1. The catalyst is N1C=CC=CC=1. The product is [C:15]([C:14]1[CH:23]=[CH:24][C:25]2[N:26]=[C:8]([C:3]3[NH:4][C:5]([CH3:7])=[CH:6][C:2]=3[CH3:1])[NH:11][C:12]=2[CH:13]=1)(=[O:16])[C:17]1[CH:18]=[CH:19][CH:20]=[CH:21][CH:22]=1. The yield is 0.150. (2) The product is [CH3:18][N:19]([CH3:29])[C:20]1[CH:25]=[CH:24][C:23]([C:9]2[C:14]([NH2:15])=[CH:13][CH:12]=[C:11]([O:16][CH3:17])[N:10]=2)=[CH:22][CH:21]=1. The reactants are C1(C)C=CC=CC=1.Br[C:9]1[C:14]([NH2:15])=[CH:13][CH:12]=[C:11]([O:16][CH3:17])[N:10]=1.[CH3:18][N:19]([CH3:29])[C:20]1[CH:25]=[CH:24][C:23](B(O)O)=[CH:22][CH:21]=1.C(=O)([O-])[O-].[Na+].[Na+]. The catalyst is [Cl-].[Na+].O.C1C=CC([P]([Pd]([P](C2C=CC=CC=2)(C2C=CC=CC=2)C2C=CC=CC=2)([P](C2C=CC=CC=2)(C2C=CC=CC=2)C2C=CC=CC=2)[P](C2C=CC=CC=2)(C2C=CC=CC=2)C2C=CC=CC=2)(C2C=CC=CC=2)C2C=CC=CC=2)=CC=1.O.C(O)C. The yield is 0.990. (3) The reactants are [CH3:1][CH:2]([CH3:9])[CH2:3][CH2:4][NH:5][C:6]([NH2:8])=[S:7].Br[CH2:11][C:12]([C:14]1[CH:19]=[CH:18][C:17]([C:20]([F:23])([F:22])[F:21])=[CH:16][CH:15]=1)=O.C([O-])(=O)C.[Na+].O. The catalyst is C(O)C. The product is [CH3:1][CH:2]([CH3:9])[CH2:3][CH2:4][NH:5][C:6]1[S:7][CH:11]=[C:12]([C:14]2[CH:19]=[CH:18][C:17]([C:20]([F:21])([F:22])[F:23])=[CH:16][CH:15]=2)[N:8]=1. The yield is 0.270. (4) The catalyst is ClCCl. The product is [C:1]([N:8]1[CH2:15][CH2:14][CH2:13][C@H:9]1[C:10]([OH:12])=[O:11])([O:3][C:4]([CH3:7])([CH3:6])[CH3:5])=[O:2].[CH2:29]([O:36][C:37](=[O:52])[C@H:38]([CH2:40][CH2:41][C:42]([O:44][CH2:45][C:46]1[CH:51]=[CH:50][CH:49]=[CH:48][CH:47]=1)=[O:43])[NH2:39])[C:30]1[CH:31]=[CH:32][CH:33]=[CH:34][CH:35]=1. The yield is 0.950. The reactants are [C:1]([N:8]1[CH2:15][CH2:14][CH2:13][C@H:9]1[C:10]([OH:12])=[O:11])([O:3][C:4]([CH3:7])([CH3:6])[CH3:5])=[O:2].C(N(CC)CC)C.ClC(OCC)=O.[CH2:29]([O:36][C:37](=[O:52])[C@H:38]([CH2:40][CH2:41][C:42]([O:44][CH2:45][C:46]1[CH:51]=[CH:50][CH:49]=[CH:48][CH:47]=1)=[O:43])[NH2:39])[C:30]1[CH:35]=[CH:34][CH:33]=[CH:32][CH:31]=1. (5) The product is [Br:19][C:17]1[CH:18]=[C:13]([NH:12][C:9]2[CH:8]=[CH:7][C:6]([O:5][CH:3]3[CH2:4][N:1]([CH3:25])[CH2:2]3)=[CH:11][N:10]=2)[C:14](=[O:21])[N:15]([CH3:20])[CH:16]=1. The catalyst is CO.[Cl-].[Zn+2].[Cl-]. The yield is 0.800. The reactants are [NH:1]1[CH2:4][CH:3]([O:5][C:6]2[CH:7]=[CH:8][C:9]([NH:12][C:13]3[C:14](=[O:21])[N:15]([CH3:20])[CH:16]=[C:17]([Br:19])[CH:18]=3)=[N:10][CH:11]=2)[CH2:2]1.C=O.O.[C:25]([BH3-])#N.[Na+].